This data is from NCI-60 drug combinations with 297,098 pairs across 59 cell lines. The task is: Regression. Given two drug SMILES strings and cell line genomic features, predict the synergy score measuring deviation from expected non-interaction effect. Drug 1: C1=CC(=CC=C1CCC2=CNC3=C2C(=O)NC(=N3)N)C(=O)NC(CCC(=O)O)C(=O)O. Drug 2: COCCOC1=C(C=C2C(=C1)C(=NC=N2)NC3=CC=CC(=C3)C#C)OCCOC.Cl. Cell line: COLO 205. Synergy scores: CSS=31.5, Synergy_ZIP=2.79, Synergy_Bliss=1.52, Synergy_Loewe=-15.4, Synergy_HSA=1.51.